Dataset: Experimentally validated miRNA-target interactions with 360,000+ pairs, plus equal number of negative samples. Task: Binary Classification. Given a miRNA mature sequence and a target amino acid sequence, predict their likelihood of interaction. The miRNA is hsa-miR-3074-5p with sequence GUUCCUGCUGAACUGAGCCAG. The protein sequence of the target gene is MEKARPLWANSLQFVFACISYAVGLGNVWRFPYLCQMYGGGSFLVPYIIMLIVEGMPLLYLELAVGQRMRQGSIGAWRTISPYLSGVGVASVVVSFFLSMYYNVINAWAFWYLFHSFQDPLPWSVCPLNGNHTGYDEECEKASSTQYFWYRKTLNISPSLQENGGVQWEPALCLLLAWLVVYLCILRGTESTGKVVYFTASLPYCVLIIYLIRGLTLHGATNGLMYMFTPKIEQLANPKAWINAATQIFFSLGLGFGSLIAFASYNEPSNNCQKHAIIVSLINSFTSIFASIVTFSIYGF.... Result: 1 (interaction).